Dataset: Full USPTO retrosynthesis dataset with 1.9M reactions from patents (1976-2016). Task: Predict the reactants needed to synthesize the given product. Given the product [CH3:1][Si:2]([N-:5][Si:7]([CH3:9])([CH3:8])[CH3:6])([CH3:4])[CH3:3].[Li+:11], predict the reactants needed to synthesize it. The reactants are: [CH3:1][Si:2]([NH-:5])([CH3:4])[CH3:3].[CH3:6][Si:7]([NH-])([CH3:9])[CH3:8].[Li+:11].[Li+].COC1[C@@H](O)[C@@H]2[C@@]3(N(CCC4C2=CC2OCOC=2C=4)CCC3)C=1.C(OC(=O)C)(=O)C.